From a dataset of Retrosynthesis with 50K atom-mapped reactions and 10 reaction types from USPTO. Predict the reactants needed to synthesize the given product. Given the product CC(=O)Cn1c(CO)nc(C(C)C)c1Sc1cc(Cl)cc(Cl)c1, predict the reactants needed to synthesize it. The reactants are: COc1ccc(COCc2nc(C(C)C)c(Sc3cc(Cl)cc(Cl)c3)n2CC(C)=O)cc1.